The task is: Regression. Given a peptide amino acid sequence and an MHC pseudo amino acid sequence, predict their binding affinity value. This is MHC class II binding data.. This data is from Peptide-MHC class II binding affinity with 134,281 pairs from IEDB. The peptide sequence is GGSILKISNKFHTKG. The MHC is DRB4_0101 with pseudo-sequence DRB4_0103. The binding affinity (normalized) is 0.613.